This data is from Reaction yield outcomes from USPTO patents with 853,638 reactions. The task is: Predict the reaction yield, written as a fraction of the theoretical maximum amount of product (1.0 means a 100% yield; for example, 0.34 means a 34% yield). The reactants are ClCl.[CH2:3]([O:5][C:6](=[O:14])[C:7]([S:10]C(=O)C)([CH3:9])[CH3:8])[CH3:4].C([N:18]([CH2:22][CH3:23])[CH:19](C)C)(C)C.N1CCC1.[OH2:28]. The catalyst is C(Cl)Cl. The product is [CH2:3]([O:5][C:6](=[O:14])[C:7]([S:10]([N:18]1[CH2:19][CH2:23][CH2:22]1)=[O:28])([CH3:8])[CH3:9])[CH3:4]. The yield is 0.800.